Dataset: Catalyst prediction with 721,799 reactions and 888 catalyst types from USPTO. Task: Predict which catalyst facilitates the given reaction. (1) Reactant: [Cl:1][C:2]1[CH:7]=[C:6]([N+:8]([O-])=O)[CH:5]=[CH:4][C:3]=1F.[OH:12][C:13]1[CH:14]=[C:15]([CH:20]=[C:21]([C:23]([F:26])([F:25])[F:24])[CH:22]=1)[C:16]([O:18][CH3:19])=[O:17].C(=O)([O-])[O-].[K+].[K+]. Product: [NH2:8][C:6]1[CH:5]=[CH:4][C:3]([O:12][C:13]2[CH:14]=[C:15]([CH:20]=[C:21]([C:23]([F:24])([F:25])[F:26])[CH:22]=2)[C:16]([O:18][CH3:19])=[O:17])=[C:2]([Cl:1])[CH:7]=1. The catalyst class is: 9. (2) The catalyst class is: 25. Product: [Cl:17][C:14]1[N:13]=[N:12][C:11]2[C:10]([CH3:19])([CH3:18])[CH2:9][NH:8][C:16]=2[CH:15]=1. Reactant: C(OC([N:8]1[C:16]2[CH:15]=[C:14]([Cl:17])[N:13]=[N:12][C:11]=2[C:10]([CH3:19])([CH3:18])[CH2:9]1)=O)(C)(C)C.Cl.CCOC(C)=O. (3) Reactant: [CH2:1]([NH:3][CH:4]1[CH2:9][CH2:8][C:7]([C:10]2[C:18]3[C:13](=[CH:14][CH:15]=[C:16]([N+:19]([O-:21])=[O:20])[CH:17]=3)[NH:12][CH:11]=2)=[CH:6][CH2:5]1)[CH3:2].CCN(CC)CC.[CH3:29][C:30]([O:33][C:34](O[C:34]([O:33][C:30]([CH3:32])([CH3:31])[CH3:29])=[O:35])=[O:35])([CH3:32])[CH3:31]. Product: [CH2:1]([N:3]([CH:4]1[CH2:9][CH2:8][C:7]([C:10]2[C:18]3[C:13](=[CH:14][CH:15]=[C:16]([N+:19]([O-:21])=[O:20])[CH:17]=3)[NH:12][CH:11]=2)=[CH:6][CH2:5]1)[C:34](=[O:35])[O:33][C:30]([CH3:32])([CH3:31])[CH3:29])[CH3:2]. The catalyst class is: 12. (4) Reactant: [F:1][C:2]1[CH:3]=[C:4]2[C:8](=[CH:9][C:10]=1[CH3:11])[NH:7][CH:6]=[C:5]2[C:12]#[N:13].[CH:14]1(Br)[CH2:17][CH2:16][CH2:15]1.C(=O)([O-])[O-].[Cs+].[Cs+]. Product: [CH:14]1([N:7]2[C:8]3[C:4](=[CH:3][C:2]([F:1])=[C:10]([CH3:11])[CH:9]=3)[C:5]([C:12]#[N:13])=[CH:6]2)[CH2:17][CH2:16][CH2:15]1. The catalyst class is: 3. (5) Reactant: [CH3:1][N:2]1[C:6]2=[N:7][CH:8]=[C:9]([N+:12]([O-])=O)[C:10]([CH3:11])=[C:5]2[C:4]([C:15]2[CH2:20][CH2:19][N:18]([C:21]([O:23][C:24]([CH3:27])([CH3:26])[CH3:25])=[O:22])[CH2:17][CH:16]=2)=[CH:3]1.C([O-])=O.[NH4+]. Product: [NH2:12][C:9]1[C:10]([CH3:11])=[C:5]2[C:4]([CH:15]3[CH2:16][CH2:17][N:18]([C:21]([O:23][C:24]([CH3:25])([CH3:26])[CH3:27])=[O:22])[CH2:19][CH2:20]3)=[CH:3][N:2]([CH3:1])[C:6]2=[N:7][CH:8]=1. The catalyst class is: 29. (6) Reactant: [CH3:1][NH:2][CH2:3][CH2:4][NH2:5].[CH3:18][C:17]([O:16][C:14](O[C:14]([O:16][C:17]([CH3:20])([CH3:19])[CH3:18])=[O:15])=[O:15])([CH3:20])[CH3:19]. Product: [NH2:5][CH2:4][CH2:3][N:2]([CH3:1])[C:14](=[O:15])[O:16][C:17]([CH3:18])([CH3:19])[CH3:20]. The catalyst class is: 10.